Dataset: Catalyst prediction with 721,799 reactions and 888 catalyst types from USPTO. Task: Predict which catalyst facilitates the given reaction. (1) Product: [Br:1][C:2]1[CH:7]=[CH:6][C:5]([O:8][CH2:22][C@@H:19]2[CH2:18][CH2:17][C@H:16]([O:15][CH:10]3[CH2:11][CH2:12][CH2:13][CH2:14][O:9]3)[CH2:21][CH2:20]2)=[CH:4][CH:3]=1. The catalyst class is: 1. Reactant: [Br:1][C:2]1[CH:7]=[CH:6][C:5]([OH:8])=[CH:4][CH:3]=1.[O:9]1[CH2:14][CH2:13][CH2:12][CH2:11][CH:10]1[O:15][C@@H:16]1[CH2:21][CH2:20][C@H:19]([CH2:22]O)[CH2:18][CH2:17]1.C1(P(C2C=CC=CC=2)C2C=CC=CC=2)C=CC=CC=1.C(N(CC)CC)C.CC(OC(/N=N/C(OC(C)C)=O)=O)C. (2) Reactant: [CH3:1][C:2]1[CH:3]=[C:4]([OH:8])[CH:5]=[N:6][CH:7]=1.[H-].[Na+].FC(F)(F)S(O[C:17]1[C:26]2[C:25](=[O:27])[N:24]([CH2:28][C:29]3[CH:34]=[CH:33][C:32]([O:35][CH3:36])=[CH:31][CH:30]=3)[C:23](=[O:37])[N:22]([C:38]3[CH:43]=[CH:42][C:41]([I:44])=[CH:40][C:39]=3[F:45])[C:21]=2[N:20]([CH3:46])[C:19](=[O:47])[CH:18]=1)(=O)=O. Product: [CH3:1][C:2]1[CH:3]=[C:4]([O:8][C:17]2[C:26]3[C:25](=[O:27])[N:24]([CH2:28][C:29]4[CH:30]=[CH:31][C:32]([O:35][CH3:36])=[CH:33][CH:34]=4)[C:23](=[O:37])[N:22]([C:38]4[CH:43]=[CH:42][C:41]([I:44])=[CH:40][C:39]=4[F:45])[C:21]=3[N:20]([CH3:46])[C:19](=[O:47])[CH:18]=2)[CH:5]=[N:6][CH:7]=1. The catalyst class is: 7. (3) Reactant: [CH3:1][C:2]1([CH2:7][CH2:8][CH:9]2[C:11]([CH3:13])([CH3:12])[O:10]2)[CH2:4][CH:3]1[CH2:5][OH:6].[H-].[Al+3].[Li+].[H-].[H-].[H-].C(OCC)(=O)C.O. Product: [OH:6][CH2:5][CH:3]1[CH2:4][C:2]1([CH2:7][CH2:8][CH2:9][C:11]([CH3:13])([OH:10])[CH3:12])[CH3:1]. The catalyst class is: 27. (4) Reactant: [Cl:1][C:2]1[N:3]=[C:4]([C:27]2[CH:28]=[N:29][CH:30]=[C:31]([Cl:33])[CH:32]=2)[C:5]2[N:10]([CH2:11][C@H:12]3[CH2:17][CH2:16][C@H:15]([CH3:18])[CH2:14][CH2:13]3)[CH:9]=[C:8]([CH:19]([C:21]3[CH:22]=[N:23][CH:24]=[CH:25][CH:26]=3)O)[C:6]=2[N:7]=1.[SiH](CC)(CC)CC.C(O)(C(F)(F)F)=O. Product: [Cl:1][C:2]1[N:3]=[C:4]([C:27]2[CH:28]=[N:29][CH:30]=[C:31]([Cl:33])[CH:32]=2)[C:5]2[N:10]([CH2:11][C@H:12]3[CH2:13][CH2:14][C@H:15]([CH3:18])[CH2:16][CH2:17]3)[CH:9]=[C:8]([CH2:19][C:21]3[CH:22]=[N:23][CH:24]=[CH:25][CH:26]=3)[C:6]=2[N:7]=1. The catalyst class is: 26. (5) Reactant: [NH2:1][C:2]1[C:11]([C:12]#N)=[CH:10][C:9]2[C:4](=[CH:5][CH:6]=[CH:7][CH:8]=2)[N:3]=1.[C:14]1([CH3:22])[CH:19]=[CH:18][C:17]([Mg]Br)=[CH:16][CH:15]=1.Cl.[OH-:24].[Na+]. Product: [NH2:1][C:2]1[C:11]([C:12]([C:17]2[CH:18]=[CH:19][C:14]([CH3:22])=[CH:15][CH:16]=2)=[O:24])=[CH:10][C:9]2[C:4](=[CH:5][CH:6]=[CH:7][CH:8]=2)[N:3]=1. The catalyst class is: 7. (6) Reactant: [Br:1][C:2]1[CH:3]=[C:4]([CH:8]=[CH:9][C:10]=1[C:11]([O:13][CH3:14])=[O:12])[C:5](O)=[O:6].[NH4+].[Cl-].C[N:18](C(ON1N=NC2C=CC=NC1=2)=[N+](C)C)C.F[P-](F)(F)(F)(F)F.CCN(C(C)C)C(C)C. Product: [Br:1][C:2]1[CH:3]=[C:4]([C:5](=[O:6])[NH2:18])[CH:8]=[CH:9][C:10]=1[C:11]([O:13][CH3:14])=[O:12]. The catalyst class is: 34.